Dataset: Full USPTO retrosynthesis dataset with 1.9M reactions from patents (1976-2016). Task: Predict the reactants needed to synthesize the given product. (1) Given the product [C:1]([C:3]([O:6][N:7]([C:15]([CH3:18])([CH3:17])[CH3:16])[C:8]([CH3:14])([CH3:13])[C:9]([NH:11][CH2:12][CH2:22][CH2:21][CH3:24])=[O:10])([CH3:5])[CH3:4])#[N:2], predict the reactants needed to synthesize it. The reactants are: [C:1]([C:3]([O:6][N:7]([C:15]([CH3:18])([CH3:17])[CH3:16])[C:8]([CH3:14])([CH3:13])[C:9]([NH:11][CH3:12])=[O:10])([CH3:5])[CH3:4])#[N:2].N(C(C)(C)C#N)=N[C:21](C)([CH3:24])[C:22]#N. (2) Given the product [ClH:20].[NH:9]1[CH2:10][CH2:11][C:6](=[C:4]([CH3:5])[C:3]([O:2][CH2:1][CH3:22])=[O:19])[CH2:7][CH2:8]1, predict the reactants needed to synthesize it. The reactants are: [CH3:1][O:2][C:3](=[O:19])[C:4](=[C:6]1[CH2:11][CH2:10][N:9](C(OC(C)(C)C)=O)[CH2:8][CH2:7]1)[CH3:5].[ClH:20].O1CCOC[CH2:22]1. (3) The reactants are: [CH3:1][C:2]1([OH:6])[CH2:5][CH2:4][CH2:3]1.N1C=CC=CC=1.[C:13](Cl)(=[O:24])[O:14][C:15]1[CH:20]=[CH:19][C:18]([N+:21]([O-:23])=[O:22])=[CH:17][CH:16]=1. Given the product [C:13](=[O:24])([O:14][C:15]1[CH:16]=[CH:17][C:18]([N+:21]([O-:23])=[O:22])=[CH:19][CH:20]=1)[O:6][C:2]1([CH3:1])[CH2:5][CH2:4][CH2:3]1, predict the reactants needed to synthesize it. (4) Given the product [Br:15][C:8]1[C:7]2[N:2]([CH3:1])[C:3](=[O:14])[N:4]([CH3:13])[C:5](=[O:12])[C:6]=2[NH:10][CH:9]=1, predict the reactants needed to synthesize it. The reactants are: [CH3:1][N:2]1[C:7]2[C:8](C)=[CH:9][NH:10][C:6]=2[C:5](=[O:12])[N:4]([CH3:13])[C:3]1=[O:14].[Br:15]Br.